From a dataset of Full USPTO retrosynthesis dataset with 1.9M reactions from patents (1976-2016). Predict the reactants needed to synthesize the given product. (1) Given the product [F:12][C:6]1[CH:7]=[C:8]([F:11])[CH:9]=[CH:10][C:5]=1[C:3]1[N:19]=[C:15]2[CH2:16][CH2:17][CH2:18][N:14]2[CH:2]=1, predict the reactants needed to synthesize it. The reactants are: Br[CH2:2][C:3]([C:5]1[CH:10]=[CH:9][C:8]([F:11])=[CH:7][C:6]=1[F:12])=O.Cl.[NH:14]1[CH2:18][CH2:17][CH2:16][C:15]1=[NH:19].C([O-])([O-])=O.[Na+].[Na+].O. (2) Given the product [Cl:60][CH:58]1[C:18]2[C:13](=[C:14]([F:20])[CH:15]=[CH:16][C:17]=2[F:19])[O:12][CH:11]([S:51][C:33]2[CH:32]=[CH:31][CH:30]=[CH:29][CH:28]=2)[CH:10]1[CH:21]=[O:22], predict the reactants needed to synthesize it. The reactants are: ClC1C=CC(S[C@@H]2[C:18]3[C:13](=[C:14]([F:20])[CH:15]=[CH:16][C:17]=3[F:19])[O:12][CH2:11][C@H:10]2[CH2:21][OH:22])=CC=1.CC(OI1(OC(C)=O)(OC(C)=O)OC(=O)[C:33]2[CH:32]=[CH:31][CH:30]=[CH:29][C:28]1=2)=O.C(OCC)(=O)C.[S:51]([O-])([O-])(=O)=S.[Na+].[Na+].[CH2:58]([Cl:60])Cl. (3) Given the product [CH2:15]([O:8][C:6]1[CH:7]=[C:2]([Br:1])[C:3]([C:11]([CH3:14])([CH3:13])[CH3:12])=[CH:4][C:5]=1[O:9][CH3:10])[C:16]1[CH:21]=[CH:20][CH:19]=[CH:18][CH:17]=1, predict the reactants needed to synthesize it. The reactants are: [Br:1][C:2]1[C:3]([C:11]([CH3:14])([CH3:13])[CH3:12])=[CH:4][C:5]([O:9][CH3:10])=[C:6]([OH:8])[CH:7]=1.[CH2:15](Br)[C:16]1[CH:21]=[CH:20][CH:19]=[CH:18][CH:17]=1.C([O-])([O-])=O.[K+].[K+]. (4) Given the product [NH2:7][C:8]1[CH:9]=[C:10]([O:12][CH3:13])[CH:11]=[C:3]([O:2][CH3:1])[C:4]=1[C:5]([NH2:22])=[O:15], predict the reactants needed to synthesize it. The reactants are: [CH3:1][O:2][C:3]1[CH:11]=[C:10]([O:12][CH3:13])[CH:9]=[C:8]2[C:4]=1[C:5](=[O:15])C(=O)[NH:7]2.[OH-].[Na+].OO.CC[N:22]=C=NCCCN(C)C.C1C=CC2N(O)N=NC=2C=1. (5) Given the product [CH3:18][O:17][CH:13]([CH2:12][C:9]1[CH:10]=[CH:11][C:6]([O:5][CH2:4][CH2:3][CH2:2][O:34][C:31]2[CH:32]=[CH:33][C:28]([O:27][C:26]3[CH:35]=[CH:36][C:23]([C:22]([F:21])([F:37])[F:38])=[CH:24][CH:25]=3)=[CH:29][CH:30]=2)=[C:7]([O:19][CH3:20])[CH:8]=1)[C:14]([OH:16])=[O:15], predict the reactants needed to synthesize it. The reactants are: Br[CH2:2][CH2:3][CH2:4][O:5][C:6]1[CH:11]=[CH:10][C:9]([CH2:12][CH:13]([O:17][CH3:18])[C:14]([OH:16])=[O:15])=[CH:8][C:7]=1[O:19][CH3:20].[F:21][C:22]([F:38])([F:37])[C:23]1[CH:36]=[CH:35][C:26]([O:27][C:28]2[CH:33]=[CH:32][C:31]([OH:34])=[CH:30][CH:29]=2)=[CH:25][CH:24]=1. (6) Given the product [C:10]1([C:8]([C:2]2[CH:3]=[CH:4][CH:5]=[CH:6][CH:7]=2)=[O:9])[CH2:15][CH2:14][CH2:13][CH2:12][CH:11]=1, predict the reactants needed to synthesize it. The reactants are: Br[C:2]1([C:8]([C:10]2[CH:15]=[CH:14][CH:13]=[CH:12][CH:11]=2)=[O:9])[CH2:7][CH2:6][CH2:5][CH2:4][CH2:3]1.